This data is from Full USPTO retrosynthesis dataset with 1.9M reactions from patents (1976-2016). The task is: Predict the reactants needed to synthesize the given product. (1) Given the product [O:1]1[C:5]2[CH:6]=[CH:7][C:8]([C:10]3[C:15]4[N:16]=[C:27]([NH2:28])[S:26][C:14]=4[N:13]=[C:12]([CH2:18][C:19]4[CH:24]=[CH:23][C:22]([F:25])=[CH:21][CH:20]=4)[N:11]=3)=[CH:9][C:4]=2[O:3][CH2:2]1, predict the reactants needed to synthesize it. The reactants are: [O:1]1[C:5]2[CH:6]=[CH:7][C:8]([C:10]3[C:15]([NH2:16])=[C:14](Cl)[N:13]=[C:12]([CH2:18][C:19]4[CH:24]=[CH:23][C:22]([F:25])=[CH:21][CH:20]=4)[N:11]=3)=[CH:9][C:4]=2[O:3][CH2:2]1.[S-:26][C:27]#[N:28].[K+]. (2) Given the product [Cl:1][C:2]1[C:7]([Cl:8])=[CH:6][CH:5]=[CH:4][C:3]=1[N:9]1[CH2:14][CH2:13][N:12]([C:26](=[O:27])[CH2:25][CH2:24][O:23][C:18]2[CH:19]=[CH:20][C:21]([F:22])=[C:16]([F:15])[CH:17]=2)[CH2:11][CH2:10]1, predict the reactants needed to synthesize it. The reactants are: [Cl:1][C:2]1[C:7]([Cl:8])=[CH:6][CH:5]=[CH:4][C:3]=1[N:9]1[CH2:14][CH2:13][NH:12][CH2:11][CH2:10]1.[F:15][C:16]1[CH:17]=[C:18]([O:23][CH2:24][CH2:25][C:26](O)=[O:27])[CH:19]=[CH:20][C:21]=1[F:22].C1C=NC2N(O)N=NC=2C=1.CCN(C(C)C)C(C)C.CN(C(ON1N=NC2C=CC=NC1=2)=[N+](C)C)C.F[P-](F)(F)(F)(F)F. (3) The reactants are: I[C:2]1[CH:3]=[C:4]([CH3:8])[CH:5]=[CH:6][CH:7]=1.[Br:9][C:10]1[C:15](B2OC(C)(C)C(C)(C)O2)=[C:14]([F:25])[C:13]([O:26][CH3:27])=[CH:12][CH:11]=1.C(=O)([O-])[O-].[K+].[K+]. Given the product [Br:9][C:10]1[C:15]([C:2]2[CH:7]=[CH:6][CH:5]=[C:4]([CH3:8])[CH:3]=2)=[C:14]([F:25])[C:13]([O:26][CH3:27])=[CH:12][CH:11]=1, predict the reactants needed to synthesize it. (4) Given the product [NH2:32][CH:33]([C:37]1[CH:42]=[CH:41][CH:40]=[CH:39][CH:38]=1)[C:34]([N:10]([C:6]1[CH:7]=[CH:8][CH:9]=[C:4]([O:3][C:2]([F:23])([F:24])[F:1])[CH:5]=1)[CH2:11][CH2:12][C:13]1[CH:18]=[CH:17][C:16]([C:19]([F:22])([F:21])[F:20])=[CH:15][CH:14]=1)=[O:35], predict the reactants needed to synthesize it. The reactants are: [F:1][C:2]([F:24])([F:23])[O:3][C:4]1[CH:5]=[C:6]([NH:10][CH2:11][CH2:12][C:13]2[CH:18]=[CH:17][C:16]([C:19]([F:22])([F:21])[F:20])=[CH:15][CH:14]=2)[CH:7]=[CH:8][CH:9]=1.C(OC([NH:32][CH:33]([C:37]1[CH:42]=[CH:41][CH:40]=[CH:39][CH:38]=1)[C:34](O)=[O:35])=O)(C)(C)C. (5) Given the product [Cl:15][C:16]1[CH:27]=[C:20]2[C:19](=[CH:18][CH:17]=1)[N:25]=[C:8]1[C:7](=[O:14])[C:6]3[C:10]([N:9]1[C:21]2=[O:22])=[CH:11][CH:12]=[C:4]([F:3])[CH:5]=3, predict the reactants needed to synthesize it. The reactants are: [H-].[Na+].[F:3][C:4]1[CH:5]=[C:6]2[C:10](=[CH:11][CH:12]=1)[NH:9][C:8](=O)[C:7]2=[O:14].[Cl:15][C:16]1[CH:27]=[C:20]2[C:21](OC(=O)[NH:25][C:19]2=[CH:18][CH:17]=1)=[O:22].CO. (6) Given the product [OH:15][C:9]1[CH:10]=[CH:11][C:12]([CH3:14])=[CH:13][C:8]=1[C:6]1[N:5]=[C:4]([N:17]2[C:21]([C:22]([F:24])([F:23])[F:25])=[C:20]([C:26]([O:28][CH2:29][CH3:30])=[O:27])[CH:19]=[N:18]2)[CH:3]=[C:2]([I:1])[CH:7]=1, predict the reactants needed to synthesize it. The reactants are: [I:1][C:2]1[CH:7]=[C:6]([C:8]2[CH:13]=[C:12]([CH3:14])[CH:11]=[CH:10][C:9]=2[O:15]C)[N:5]=[C:4]([N:17]2[C:21]([C:22]([F:25])([F:24])[F:23])=[C:20]([C:26]([O:28][CH2:29][CH3:30])=[O:27])[CH:19]=[N:18]2)[CH:3]=1.I[Si](C)(C)C. (7) Given the product [CH3:11][C:8]1[NH:7][C:6]([C:4]([OH:5])=[O:3])=[CH:10][CH:9]=1, predict the reactants needed to synthesize it. The reactants are: C([O:3][C:4]([C:6]1[NH:7][C:8]([CH3:11])=[CH:9][CH:10]=1)=[O:5])C.[OH-].[Na+].